This data is from Forward reaction prediction with 1.9M reactions from USPTO patents (1976-2016). The task is: Predict the product of the given reaction. (1) Given the reactants C(OCCOC1C=CC([C:15]2[CH:16]=[CH:17][C:18]3[N:24]([CH2:25][CH:26]([CH3:28])[CH3:27])[CH2:23][CH2:22][C:21]([C:29](O)=[O:30])=[CH:20][C:19]=3[CH:32]=2)=CC=1)CCC.C[N:34](C=O)C, predict the reaction product. The product is: [CH2:25]([N:24]1[C:18]2[CH:17]=[CH:16][CH:15]=[CH:32][C:19]=2[CH:20]=[C:21]([C:29]([NH2:34])=[O:30])[CH2:22][CH2:23]1)[CH:26]([CH3:28])[CH3:27]. (2) The product is: [C:31]1([S:37]([O:9][CH2:8][C:7]([N:5]2[CH2:6][C:2]([F:1])([F:14])[CH2:3][C@H:4]2[C:11]([NH2:13])=[O:12])=[O:10])(=[O:39])=[O:38])[CH:36]=[CH:35][CH:34]=[CH:33][CH:32]=1. Given the reactants [F:1][C:2]1([F:14])[CH2:6][N:5]([C:7](=[O:10])[CH2:8][OH:9])[C@H:4]([C:11]([NH2:13])=[O:12])[CH2:3]1.CN(C)CCCN(C)C.C(N(CC)CC)C.[C:31]1([S:37](Cl)(=[O:39])=[O:38])[CH:36]=[CH:35][CH:34]=[CH:33][CH:32]=1, predict the reaction product. (3) Given the reactants C[O:2][C:3](=O)[C:4]1[CH:9]=[CH:8][C:7]([N:10]([C:12](=[O:26])[CH2:13][N:14]([C:16]([O:18][CH2:19][C:20]2[CH:25]=[CH:24][CH:23]=[CH:22][CH:21]=2)=[O:17])[CH3:15])[CH3:11])=[CH:6][CH:5]=1.CO, predict the reaction product. The product is: [CH2:19]([O:18][C:16](=[O:17])[N:14]([CH2:13][C:12](=[O:26])[N:10]([C:7]1[CH:8]=[CH:9][C:4]([CH2:3][OH:2])=[CH:5][CH:6]=1)[CH3:11])[CH3:15])[C:20]1[CH:25]=[CH:24][CH:23]=[CH:22][CH:21]=1. (4) Given the reactants [C:1](C1C=C(C)C=C(C(C)(C)C)C=1O)(C)(C)C.[CH2:17]([C@@H:22]1[CH2:26][CH2:25][CH2:24][C:23]1=[O:27])[CH2:18][CH2:19][CH:20]=[CH2:21].[Li]C.CCOCC.Cl, predict the reaction product. The product is: [CH3:1][C@@:23]1([OH:27])[CH2:24][CH2:25][CH2:26][C@H:22]1[CH2:17][CH2:18][CH2:19][CH:20]=[CH2:21]. (5) Given the reactants [CH3:1][O:2][C:3](=[O:13])[C:4]1[CH:9]=[CH:8][C:7]([O:10][CH3:11])=[CH:6][C:5]=1[OH:12].S(Cl)([Cl:17])(=O)=O.CO, predict the reaction product. The product is: [CH3:1][O:2][C:3](=[O:13])[C:4]1[CH:9]=[C:8]([Cl:17])[C:7]([O:10][CH3:11])=[CH:6][C:5]=1[OH:12]. (6) The product is: [CH2:1]([O:3][C:4](=[O:15])[CH2:5][C:6]1[CH:11]=[CH:10][C:9]([NH:12][CH3:13])=[CH:8][CH:7]=1)[CH3:2]. Given the reactants [CH2:1]([O:3][C:4](=[O:15])[CH2:5][C:6]1[CH:11]=[CH:10][C:9]([NH:12][CH:13]=O)=[CH:8][CH:7]=1)[CH3:2], predict the reaction product. (7) Given the reactants [CH3:1][C:2]1[N:7]=[C:6]([CH3:8])[C:5]([O:9][CH2:10][C@@:11]2([C:17]3[CH:22]=[CH:21][CH:20]=[C:19]([F:23])[CH:18]=3)[CH2:13][C@H:12]2[C:14]([OH:16])=O)=[CH:4][N:3]=1.[NH2:24][C:25]1[CH:30]=[CH:29][C:28]([F:31])=[CH:27][N:26]=1.C(N(CC)C(C)C)(C)C.CCOC(C)=O.CCCCCCC, predict the reaction product. The product is: [CH3:1][C:2]1[N:7]=[C:6]([CH3:8])[C:5]([O:9][CH2:10][C@@:11]2([C:17]3[CH:22]=[CH:21][CH:20]=[C:19]([F:23])[CH:18]=3)[CH2:13][C@H:12]2[C:14]([NH:24][C:25]2[CH:30]=[CH:29][C:28]([F:31])=[CH:27][N:26]=2)=[O:16])=[CH:4][N:3]=1.